Dataset: Full USPTO retrosynthesis dataset with 1.9M reactions from patents (1976-2016). Task: Predict the reactants needed to synthesize the given product. Given the product [C:2]([CH2:7][CH2:8][C:9]([C:11]1[C:12](=[O:36])[N:13]([CH3:35])[C:14]2[C:19]([C:20]=1[OH:21])=[CH:18][CH:17]=[C:16]([C:22]1[CH:23]=[CH:24][C:25]([C:26]([OH:28])=[O:27])=[CH:33][CH:34]=1)[CH:15]=2)=[O:10])([OH:3])=[O:1], predict the reactants needed to synthesize it. The reactants are: [O:1]1CCC[O:3][CH:2]1[CH2:7][CH2:8][C:9]([C:11]1[C:12](=[O:36])[N:13]([CH3:35])[C:14]2[C:19]([C:20]=1[OH:21])=[CH:18][CH:17]=[C:16]([C:22]1[CH:34]=[CH:33][C:25]([C:26]([O:28]C(C)(C)C)=[O:27])=[CH:24][CH:23]=1)[CH:15]=2)=[O:10].C(OC(C1C=CC(C2C=C3C(C(O)=C(C(OC)=O)C(=O)N3C)=CC=2)=CC=1)=O)(C)(C)C.[H-].[Na+].